Dataset: Peptide-MHC class I binding affinity with 185,985 pairs from IEDB/IMGT. Task: Regression. Given a peptide amino acid sequence and an MHC pseudo amino acid sequence, predict their binding affinity value. This is MHC class I binding data. (1) The peptide sequence is DRPKQAWCWF. The MHC is Mamu-A01 with pseudo-sequence Mamu-A01. The binding affinity (normalized) is 0. (2) The peptide sequence is TPATADAYA. The MHC is HLA-B07:02 with pseudo-sequence HLA-B07:02. The binding affinity (normalized) is 0.352. (3) The peptide sequence is MRIGSMATL. The MHC is HLA-A02:19 with pseudo-sequence HLA-A02:19. The binding affinity (normalized) is 0.0847. (4) The MHC is Mamu-B03 with pseudo-sequence Mamu-B03. The binding affinity (normalized) is 0. The peptide sequence is QTGGFFRPWS. (5) The peptide sequence is RAAHRRQSV. The MHC is HLA-B35:01 with pseudo-sequence HLA-B35:01. The binding affinity (normalized) is 0.0847. (6) The MHC is HLA-A02:06 with pseudo-sequence HLA-A02:06. The binding affinity (normalized) is 0.440. The peptide sequence is DTVLFNAGL. (7) The peptide sequence is KLYVNGKAY. The MHC is HLA-A26:03 with pseudo-sequence HLA-A26:03. The binding affinity (normalized) is 0.0847. (8) The peptide sequence is LLLAILGPL. The MHC is Patr-A0401 with pseudo-sequence Patr-A0401. The binding affinity (normalized) is 0. (9) The peptide sequence is VSWKPWSSK. The MHC is HLA-A03:01 with pseudo-sequence HLA-A03:01. The binding affinity (normalized) is 0.637. (10) The peptide sequence is LSEYETMVDY. The MHC is HLA-A11:01 with pseudo-sequence HLA-A11:01. The binding affinity (normalized) is 0.105.